Dataset: Forward reaction prediction with 1.9M reactions from USPTO patents (1976-2016). Task: Predict the product of the given reaction. The product is: [Cl:8][C:6]1[N:5]=[C:4]([O:9][CH3:10])[N:3]=[C:2]([NH:21][CH2:20][CH2:19][C:14]2[CH:15]=[CH:16][C:17]([F:18])=[C:12]([F:11])[CH:13]=2)[CH:7]=1. Given the reactants Cl[C:2]1[CH:7]=[C:6]([Cl:8])[N:5]=[C:4]([O:9][CH3:10])[N:3]=1.[F:11][C:12]1[CH:13]=[C:14]([CH2:19][CH2:20][NH2:21])[CH:15]=[CH:16][C:17]=1[F:18].C(=O)(O)[O-].[Na+].O, predict the reaction product.